This data is from Peptide-MHC class I binding affinity with 185,985 pairs from IEDB/IMGT. The task is: Regression. Given a peptide amino acid sequence and an MHC pseudo amino acid sequence, predict their binding affinity value. This is MHC class I binding data. (1) The peptide sequence is YPKTFGWLW. The MHC is HLA-B54:01 with pseudo-sequence HLA-B54:01. The binding affinity (normalized) is 0.107. (2) The peptide sequence is FKVAFSKHYK. The MHC is HLA-A11:01 with pseudo-sequence HLA-A11:01. The binding affinity (normalized) is 0.291. (3) The MHC is HLA-A24:02 with pseudo-sequence HLA-A24:02. The binding affinity (normalized) is 0. The peptide sequence is TWVTYGTCTT.